Task: Predict which catalyst facilitates the given reaction.. Dataset: Catalyst prediction with 721,799 reactions and 888 catalyst types from USPTO (1) Reactant: O1CCCC1.C(OC([N:13]([CH2:44][C:45]([O:47]C(C)(C)C)=[O:46])[C:14]1[CH:19]=[CH:18][CH:17]=[C:16]([CH:20]([CH2:31][C:32]2[CH:37]=[CH:36][C:35]([C:38]([CH2:42][CH3:43])([CH3:41])[CH2:39][CH3:40])=[CH:34][CH:33]=2)[NH:21][S:22]([C:25]2[CH:26]=[N:27][CH:28]=[CH:29][CH:30]=2)(=[O:24])=[O:23])[N:15]=1)=O)(C)(C)C.Cl.[OH-].[Na+]. Product: [CH2:39]([C:38]([C:35]1[CH:34]=[CH:33][C:32]([CH2:31][CH:20]([NH:21][S:22]([C:25]2[CH:26]=[N:27][CH:28]=[CH:29][CH:30]=2)(=[O:24])=[O:23])[C:16]2[N:15]=[C:14]([NH:13][CH2:44][C:45]([OH:47])=[O:46])[CH:19]=[CH:18][CH:17]=2)=[CH:37][CH:36]=1)([CH3:41])[CH2:42][CH3:43])[CH3:40]. The catalyst class is: 6. (2) Reactant: [N:1]1([CH2:6][CH2:7][O:8][C:9]2[CH:10]=[C:11]([NH:15][C:16]3[N:21]=[CH:20][C:19]([NH2:22])=[CH:18][N:17]=3)[CH:12]=[CH:13][CH:14]=2)[CH2:5][CH2:4][CH2:3][CH2:2]1.[Cl:23][C:24]1[CH:31]=[CH:30][CH:29]=[C:28]([Cl:32])[C:25]=1[CH2:26]Br.C(=O)([O-])[O-].[Cs+].[Cs+].O. Product: [Cl:23][C:24]1[CH:31]=[CH:30][CH:29]=[C:28]([Cl:32])[C:25]=1[CH2:26][NH:22][C:19]1[CH:20]=[N:21][C:16]([NH:15][C:11]2[CH:12]=[CH:13][CH:14]=[C:9]([O:8][CH2:7][CH2:6][N:1]3[CH2:5][CH2:4][CH2:3][CH2:2]3)[CH:10]=2)=[N:17][CH:18]=1. The catalyst class is: 887. (3) Reactant: [NH2:1][C:2]1[C:11]2=[CH:12][N:13]([CH:15]3[O:19][CH:18]([C:20](C4C=CC=CC=4)(C4C=CC=CC=4)[O:21][SiH2]C(C)(C)C)[CH:17]([O:39][C:40](=[O:42])[CH3:41])[C:16]3([OH:44])[CH3:43])[N:14]=[C:9]3[C:10]2=[C:4]([C:5](=[O:45])[NH:6][N:7]=[CH:8]3)[CH:3]=1.CCCC[N+](CCCC)(CCCC)CCCC.[F-]. Product: [NH2:1][C:2]1[C:11]2=[CH:12][N:13]([CH:15]3[O:19][CH:18]([CH2:20][OH:21])[CH:17]([O:39][C:40](=[O:42])[CH3:41])[C:16]3([OH:44])[CH3:43])[N:14]=[C:9]3[C:10]2=[C:4]([C:5](=[O:45])[NH:6][N:7]=[CH:8]3)[CH:3]=1. The catalyst class is: 36. (4) Reactant: [Cl:1][C:2]1[N:3]=[C:4]([N:13]2[CH2:18][CH2:17][O:16][CH2:15][CH2:14]2)[C:5]2[O:10][C:9]([CH:11]=O)=[CH:8][C:6]=2[N:7]=1.Cl.Cl.[N:21]1([C:27]([CH3:32])([CH3:31])[C:28]([NH2:30])=[O:29])[CH2:26][CH2:25][NH:24][CH2:23][CH2:22]1.C(O[BH-](OC(=O)C)OC(=O)C)(=O)C.[Na+]. Product: [Cl:1][C:2]1[N:3]=[C:4]([N:13]2[CH2:14][CH2:15][O:16][CH2:17][CH2:18]2)[C:5]2[O:10][C:9]([CH2:11][N:24]3[CH2:23][CH2:22][N:21]([C:27]([CH3:32])([CH3:31])[C:28]([NH2:30])=[O:29])[CH2:26][CH2:25]3)=[CH:8][C:6]=2[N:7]=1. The catalyst class is: 26. (5) Reactant: Br[C:2]1[CH:7]=[CH:6][CH:5]=[CH:4][C:3]=1[C:8]1[CH:13]=[CH:12][CH:11]=[CH:10][C:9]=1[Br:14].[Li]CCCC.CCCCCC.[C:26]([C:34]1[CH:39]=[CH:38][CH:37]=[CH:36][CH:35]=1)(=O)[C:27]1[CH:32]=[CH:31][CH:30]=[CH:29][CH:28]=1. Product: [Br:14][C:9]1[C:8]2[C:3]3[C:2](=[CH:7][CH:6]=[CH:5][CH:4]=3)[C:26]([C:27]3[CH:32]=[CH:31][CH:30]=[CH:29][CH:28]=3)([C:34]3[CH:39]=[CH:38][CH:37]=[CH:36][CH:35]=3)[C:13]=2[CH:12]=[CH:11][CH:10]=1. The catalyst class is: 1.